From a dataset of Retrosynthesis with 50K atom-mapped reactions and 10 reaction types from USPTO. Predict the reactants needed to synthesize the given product. (1) Given the product COC(=O)CCCCCCCCCCCO[C@@H]1O[C@H](C(=O)OC)[C@@H](OC(C)=O)[C@H](O)[C@H]1OC(C)=O, predict the reactants needed to synthesize it. The reactants are: COC(=O)CCCCCCCCCCCO[C@@H]1O[C@H](C(=O)OC)[C@@H](OC(C)=O)[C@H](OCc2ccccc2)[C@H]1OC(C)=O. (2) Given the product CCCN(CCC)C1CCc2cccc(CN)c2C1, predict the reactants needed to synthesize it. The reactants are: CCCN(CCC)C1CCc2cccc(CNC(C)=O)c2C1. (3) The reactants are: NCC(=O)N1CCN(C(=O)c2ccccc2C(F)(F)F)CC1.O=C(O)c1cc(-c2ccc(O)cc2)on1. Given the product O=C(NCC(=O)N1CCN(C(=O)c2ccccc2C(F)(F)F)CC1)c1cc(-c2ccc(O)cc2)on1, predict the reactants needed to synthesize it. (4) Given the product COc1cc(COc2nn(-c3ccccc3)cc2/C=C/C=O)ccc1OCc1nc(-c2ccco2)oc1C, predict the reactants needed to synthesize it. The reactants are: COc1cc(COc2nn(-c3ccccc3)cc2/C=C/CO)ccc1OCc1nc(-c2ccco2)oc1C.